Dataset: Reaction yield outcomes from USPTO patents with 853,638 reactions. Task: Predict the reaction yield, written as a fraction of the theoretical maximum amount of product (1.0 means a 100% yield; for example, 0.34 means a 34% yield). The reactants are C([O:8][CH2:9][CH:10]1[O:15][CH2:14][C:13]([F:17])([F:16])[CH2:12][O:11]1)C1C=CC=CC=1.[H][H]. The catalyst is [OH-].[Pd+2].[OH-].C(OCC)(=O)C. The product is [F:16][C:13]1([F:17])[CH2:14][O:15][CH:10]([CH2:9][OH:8])[O:11][CH2:12]1. The yield is 0.974.